From a dataset of Peptide-MHC class I binding affinity with 185,985 pairs from IEDB/IMGT. Regression. Given a peptide amino acid sequence and an MHC pseudo amino acid sequence, predict their binding affinity value. This is MHC class I binding data. (1) The peptide sequence is SIQRRTLD. The MHC is H-2-Db with pseudo-sequence H-2-Db. The binding affinity (normalized) is 0. (2) The peptide sequence is DTAKPTSVY. The MHC is HLA-A03:01 with pseudo-sequence HLA-A03:01. The binding affinity (normalized) is 0.0847. (3) The binding affinity (normalized) is 0. The MHC is HLA-A24:02 with pseudo-sequence HLA-A24:02. The peptide sequence is ASLGPLRETY. (4) The peptide sequence is LEVQGYWHL. The MHC is H-2-Kk with pseudo-sequence H-2-Kk. The binding affinity (normalized) is 0.246. (5) The peptide sequence is KKGGDVINY. The binding affinity (normalized) is 0.339. The MHC is HLA-A11:01 with pseudo-sequence HLA-A11:01. (6) The peptide sequence is SEAVNDSRF. The MHC is HLA-B44:03 with pseudo-sequence HLA-B44:03. The binding affinity (normalized) is 0.612. (7) The peptide sequence is FPFKYAAAF. The MHC is HLA-B53:01 with pseudo-sequence HLA-B53:01. The binding affinity (normalized) is 0.805. (8) The peptide sequence is KAIIDTAQF. The MHC is HLA-A69:01 with pseudo-sequence HLA-A69:01. The binding affinity (normalized) is 0.0847. (9) The peptide sequence is ASSEPHCAL. The MHC is HLA-A31:01 with pseudo-sequence HLA-A31:01. The binding affinity (normalized) is 0.0847. (10) The peptide sequence is KVQEWYLSY. The MHC is HLA-A11:01 with pseudo-sequence HLA-A11:01. The binding affinity (normalized) is 0.652.